From a dataset of Forward reaction prediction with 1.9M reactions from USPTO patents (1976-2016). Predict the product of the given reaction. (1) Given the reactants [F:1][C:2]1[C:3]([C:25]([NH:27][CH3:28])=[O:26])=[CH:4][C:5]2[NH:9][C:8](=[O:10])[N:7]([CH:11]3[CH2:16][CH2:15][N:14](C(OC(C)(C)C)=O)[CH2:13][CH2:12]3)[C:6]=2[CH:24]=1.[F:29][C:30]([F:35])([F:34])[C:31]([OH:33])=[O:32], predict the reaction product. The product is: [F:29][C:30]([F:35])([F:34])[C:31]([O-:33])=[O:32].[F:1][C:2]1[C:3]([C:25]([NH:27][CH3:28])=[O:26])=[CH:4][C:5]2[NH:9][C:8](=[O:10])[N:7]([CH:11]3[CH2:12][CH2:13][NH2+:14][CH2:15][CH2:16]3)[C:6]=2[CH:24]=1. (2) The product is: [F:12][C:13]1[CH:14]=[C:15]([CH:45]=[C:46]([F:48])[CH:47]=1)[CH2:16][C@H:17]([NH:31][C:32](=[O:44])[CH2:33][CH:34]1[CH2:39][CH2:38][CH2:37][C:36](=[O:43])[CH2:35]1)[C@H:18]([OH:30])[CH2:19][NH:20][CH2:21][C:22]1[CH:27]=[CH:26][CH:25]=[C:24]([CH2:28][CH3:29])[CH:23]=1. Given the reactants O=C1CCCC(CC(O)=O)C1.[F:12][C:13]1[CH:14]=[C:15]([CH:45]=[C:46]([F:48])[CH:47]=1)[CH2:16][C@H:17]([NH:31][C:32](=[O:44])[CH2:33][CH:34]1[CH2:39][CH2:38][CH:37](CCC)[C:36](=[O:43])[CH2:35]1)[C@H:18]([OH:30])[CH2:19][NH:20][CH2:21][C:22]1[CH:27]=[CH:26][CH:25]=[C:24]([CH2:28][CH3:29])[CH:23]=1, predict the reaction product. (3) Given the reactants Cl[CH2:2][CH2:3][CH2:4][N:5]1[CH2:10][CH2:9][N:8]([CH3:11])[CH2:7][CH2:6]1.[CH2:12]([O:14][C:15](=[O:27])[C:16]([C:18]1[C:26]2[C:21](=[CH:22][CH:23]=[CH:24][CH:25]=2)[NH:20][CH:19]=1)=[O:17])[CH3:13].C([O-])([O-])=O.[K+].[K+], predict the reaction product. The product is: [CH2:12]([O:14][C:15](=[O:27])[C:16]([C:18]1[C:26]2[C:21](=[CH:22][CH:23]=[CH:24][CH:25]=2)[N:20]([CH2:2][CH2:3][CH2:4][N:5]2[CH2:10][CH2:9][N:8]([CH3:11])[CH2:7][CH2:6]2)[CH:19]=1)=[O:17])[CH3:13]. (4) Given the reactants I[C:2]1[CH:8]=[CH:7][C:5]([NH2:6])=[C:4]([O:9][C:10]([F:13])([F:12])[F:11])[CH:3]=1.[CH3:14][PH:15](=[O:17])[CH3:16].CC1(C)C2C(=C(P(C3C=CC=CC=3)C3C=CC=CC=3)C=CC=2)OC2C(P(C3C=CC=CC=3)C3C=CC=CC=3)=CC=CC1=2.P([O-])([O-])([O-])=O.[K+].[K+].[K+], predict the reaction product. The product is: [CH3:14][P:15]([NH:6][C:5]1[CH:7]=[CH:8][CH:2]=[CH:3][C:4]=1[O:9][C:10]([F:13])([F:12])[F:11])([CH3:16])=[O:17]. (5) Given the reactants [CH3:1][C:2]1([C:7]2[O:11][C:10]([CH2:12][N:13]3[CH:17]=[CH:16][C:15]([NH2:18])=[N:14]3)=[CH:9][CH:8]=2)[O:6]CCO1.[CH3:19][O:20][CH2:21][C:22]1[CH:23]=[C:24]([C:28]2[O:32][CH:31]=[N:30][C:29]=2[C:33](O)=[O:34])[CH:25]=[CH:26][CH:27]=1, predict the reaction product. The product is: [C:2]([C:7]1[O:11][C:10]([CH2:12][N:13]2[CH:17]=[CH:16][C:15]([NH:18][C:33]([C:29]3[N:30]=[CH:31][O:32][C:28]=3[C:24]3[CH:25]=[CH:26][CH:27]=[C:22]([CH2:21][O:20][CH3:19])[CH:23]=3)=[O:34])=[N:14]2)=[CH:9][CH:8]=1)(=[O:6])[CH3:1]. (6) Given the reactants [Cl:1][C:2]1[CH:26]=[C:25]([Cl:27])[C:24]([C:28]2[C:33]([F:34])=[CH:32][CH:31]=[CH:30][N:29]=2)=[CH:23][C:3]=1[C:4]([NH:6][C:7]1[N:11]([C:12]2[CH:17]=[CH:16][CH:15]=[CH:14][CH:13]=2)[N:10]=[C:9]([C:18]([O:20]CC)=[O:19])[CH:8]=1)=[O:5].[OH-].[Na+].Cl, predict the reaction product. The product is: [Cl:1][C:2]1[CH:26]=[C:25]([Cl:27])[C:24]([C:28]2[C:33]([F:34])=[CH:32][CH:31]=[CH:30][N:29]=2)=[CH:23][C:3]=1[C:4]([NH:6][C:7]1[N:11]([C:12]2[CH:13]=[CH:14][CH:15]=[CH:16][CH:17]=2)[N:10]=[C:9]([C:18]([OH:20])=[O:19])[CH:8]=1)=[O:5]. (7) Given the reactants [C:1]([O:5][C:6]([NH:8][C:9]1[C:22]2[CH2:21][C:20]3[C:15](=[CH:16][CH:17]=[CH:18][CH:19]=3)[S:14][C:13]=2[C:12](OS(C(F)(F)F)(=O)=O)=[CH:11][CH:10]=1)=[O:7])([CH3:4])([CH3:3])[CH3:2].[B:31]1([B:31]2[O:35][C:34]([CH3:37])([CH3:36])[C:33]([CH3:39])([CH3:38])[O:32]2)[O:35][C:34]([CH3:37])([CH3:36])[C:33]([CH3:39])([CH3:38])[O:32]1.C([O-])(=O)C.[K+], predict the reaction product. The product is: [C:1]([O:5][C:6](=[O:7])[NH:8][C:9]1[C:22]2[CH2:21][C:20]3[C:15](=[CH:16][CH:17]=[CH:18][CH:19]=3)[S:14][C:13]=2[C:12]([B:31]2[O:35][C:34]([CH3:37])([CH3:36])[C:33]([CH3:39])([CH3:38])[O:32]2)=[CH:11][CH:10]=1)([CH3:3])([CH3:2])[CH3:4].